This data is from Forward reaction prediction with 1.9M reactions from USPTO patents (1976-2016). The task is: Predict the product of the given reaction. (1) Given the reactants [CH2:1]([O:8][CH2:9][C@H:10]1[CH2:14][O:13]C(C)(C)[O:11]1)[C:2]1[CH:7]=[CH:6][CH:5]=[CH:4][CH:3]=1.Cl.C([O-])(O)=O.[Na+], predict the reaction product. The product is: [CH2:1]([O:8][CH2:9][C@H:10]([OH:11])[CH2:14][OH:13])[C:2]1[CH:7]=[CH:6][CH:5]=[CH:4][CH:3]=1. (2) Given the reactants Cl[CH2:2][C:3]1[N:7]=[C:6]([C:8]2[CH:13]=[C:12]([CH3:14])[CH:11]=[CH:10][C:9]=2[Cl:15])[O:5][N:4]=1.C(=O)([O-])[O-].[K+].[K+].[CH2:22]([O:24][C:25]([N:27]1[CH2:32][CH2:31][NH:30][CH2:29][CH2:28]1)=[O:26])[CH3:23], predict the reaction product. The product is: [CH2:22]([O:24][C:25]([N:27]1[CH2:28][CH2:29][N:30]([CH2:2][C:3]2[N:7]=[C:6]([C:8]3[CH:13]=[C:12]([CH3:14])[CH:11]=[CH:10][C:9]=3[Cl:15])[O:5][N:4]=2)[CH2:31][CH2:32]1)=[O:26])[CH3:23]. (3) Given the reactants I[C:2]1[CH:15]=[CH:14][C:5]([O:6][CH2:7][CH2:8][N:9]2[CH2:13][CH2:12][CH2:11][CH2:10]2)=[CH:4][CH:3]=1.[C:16]([Si:18]([CH3:21])([CH3:20])[CH3:19])#[CH:17].N1CCCCC1, predict the reaction product. The product is: [CH3:19][Si:18]([C:16]#[C:17][C:2]1[CH:15]=[CH:14][C:5]([O:6][CH2:7][CH2:8][N:9]2[CH2:13][CH2:12][CH2:11][CH2:10]2)=[CH:4][CH:3]=1)([CH3:21])[CH3:20].